Predict the reaction yield, written as a fraction of the theoretical maximum amount of product (1.0 means a 100% yield; for example, 0.34 means a 34% yield). From a dataset of Reaction yield outcomes from USPTO patents with 853,638 reactions. The reactants are [CH:1]1([C:4]2[NH:5][C:6]([NH2:9])=[N:7][N:8]=2)[CH2:3][CH2:2]1.[C:10]([C:12]1[CH:17]=[CH:16][CH:15]=[CH:14][C:13]=1[C:18]1[CH:23]=[CH:22][C:21]([CH2:24][CH:25]([C:31](=O)[CH2:32][CH2:33][CH3:34])[C:26](OCC)=[O:27])=[CH:20][CH:19]=1)#[N:11]. The catalyst is ClC1C=CC(Cl)=CC=1Cl. The product is [CH:1]1([C:4]2[N:5]=[C:6]3[NH:9][C:26](=[O:27])[C:25]([CH2:24][C:21]4[CH:22]=[CH:23][C:18]([C:13]5[C:12]([C:10]#[N:11])=[CH:17][CH:16]=[CH:15][CH:14]=5)=[CH:19][CH:20]=4)=[C:31]([CH2:32][CH2:33][CH3:34])[N:7]3[N:8]=2)[CH2:3][CH2:2]1. The yield is 0.210.